This data is from Catalyst prediction with 721,799 reactions and 888 catalyst types from USPTO. The task is: Predict which catalyst facilitates the given reaction. Reactant: [S:1]1[C:5]2[CH:6]=[CH:7][CH:8]=[CH:9][C:4]=2[N:3]=[C:2]1[S:10][S:11][C@H:12]1[N:15]([C@H:16]([C:30]([CH3:32])=[CH2:31])[C:17]([O:19][CH2:20][C:21]2[CH:26]=[CH:25][C:24]([N+:27]([O-:29])=[O:28])=[CH:23][CH:22]=2)=[O:18])[C:14](=[O:33])[C@@H:13]1[Br:34].C(N(CC)CC)C. Product: [S:1]1[C:5]2[CH:6]=[CH:7][CH:8]=[CH:9][C:4]=2[N:3]=[C:2]1[S:10][S:11][C@H:12]1[N:15]([C:16](=[C:30]([CH3:32])[CH3:31])[C:17]([O:19][CH2:20][C:21]2[CH:26]=[CH:25][C:24]([N+:27]([O-:29])=[O:28])=[CH:23][CH:22]=2)=[O:18])[C:14](=[O:33])[C@@H:13]1[Br:34]. The catalyst class is: 11.